Dataset: Full USPTO retrosynthesis dataset with 1.9M reactions from patents (1976-2016). Task: Predict the reactants needed to synthesize the given product. (1) Given the product [C:30]1(=[O:34])[NH:16][C:11](=[O:13])[C:10]2=[CH:9][CH:8]=[CH:5][CH:32]=[C:31]12, predict the reactants needed to synthesize it. The reactants are: NC1C=C[C:5]([CH2:8][CH2:9][CH2:10][C:11]([OH:13])=O)=CC=1.C([N:16](CC)CC)C.CN(C1C=CC=CN=1)C.[CH2:30]([OH:34])[CH:31](O)[CH3:32]. (2) The reactants are: [C:1]([O:5][C:6](=[O:19])[NH:7][C:8]1[CH:13]=[C:12](Cl)[C:11]([Cl:15])=[CH:10][C:9]=1[N+:16]([O-:18])=[O:17])([CH3:4])([CH3:3])[CH3:2].[CH3:20][NH:21][CH2:22][CH2:23][CH3:24]. Given the product [C:1]([O:5][C:6](=[O:19])[NH:7][C:8]1[CH:13]=[C:12]([N:21]([CH3:20])[CH2:22][CH2:23][CH3:24])[C:11]([Cl:15])=[CH:10][C:9]=1[N+:16]([O-:18])=[O:17])([CH3:4])([CH3:3])[CH3:2], predict the reactants needed to synthesize it. (3) Given the product [CH3:26][CH:24]([O:23][C:21]1[CH:22]=[C:8]([O:7][C:34]2[CH:35]=[CH:36][C:31]([C:30]([O:29][CH2:27][CH3:28])=[O:38])=[CH:32][CH:33]=2)[CH:9]=[C:10]([C:11]([NH:13][C:14]2[S:18][N:17]=[C:16]([CH3:19])[N:15]=2)=[O:12])[CH:20]=1)[CH3:25], predict the reactants needed to synthesize it. The reactants are: C(=O)([O-])[O-].[K+].[K+].[OH:7][C:8]1[CH:9]=[C:10]([CH:20]=[C:21]([O:23][CH:24]([CH3:26])[CH3:25])[CH:22]=1)[C:11]([NH:13][C:14]1[S:18][N:17]=[C:16]([CH3:19])[N:15]=1)=[O:12].[CH2:27]([O:29][C:30](=[O:38])[C:31]1[CH:36]=[CH:35][C:34](F)=[CH:33][CH:32]=1)[CH3:28].CCOCC. (4) Given the product [N:1]1[C:10]2[C:5](=[CH:6][C:7]([CH2:11][N:12]3[C:16]4=[N:17][C:18]([C:21](=[N:25][OH:26])[CH3:22])=[CH:19][N:20]=[C:15]4[N:14]=[N:13]3)=[CH:8][CH:9]=2)[CH:4]=[CH:3][CH:2]=1, predict the reactants needed to synthesize it. The reactants are: [N:1]1[C:10]2[C:5](=[CH:6][C:7]([CH2:11][N:12]3[C:16]4=[N:17][C:18]([C:21](=O)[CH3:22])=[CH:19][N:20]=[C:15]4[N:14]=[N:13]3)=[CH:8][CH:9]=2)[CH:4]=[CH:3][CH:2]=1.Cl.[NH2:25][OH:26]. (5) Given the product [C:13]([C@@:10]1([CH:15]2[CH2:17][CH2:16]2)[CH2:11][CH2:12][N:8]([C:6]2[CH:5]=[CH:4][N:3]=[C:2]([NH:1][C:20]3[N:25]=[CH:24][C:23]([C:26]([CH3:35])([CH3:34])[C:27]([N:29]([CH2:31][CH2:32][OH:33])[CH3:30])=[O:28])=[CH:22][CH:21]=3)[CH:7]=2)[C:9]1=[O:18])#[N:14], predict the reactants needed to synthesize it. The reactants are: [NH2:1][C:2]1[CH:7]=[C:6]([N:8]2[CH2:12][CH2:11][C@:10]([CH:15]3[CH2:17][CH2:16]3)([C:13]#[N:14])[C:9]2=[O:18])[CH:5]=[CH:4][N:3]=1.Cl[C:20]1[N:25]=[CH:24][C:23]([C:26]([CH3:35])([CH3:34])[C:27]([N:29]([CH2:31][CH2:32][OH:33])[CH3:30])=[O:28])=[CH:22][CH:21]=1.C(=O)([O-])[O-].[K+].[K+].C1(P(C2CCCCC2)C2C(OC)=CC=C(OC)C=2C2C(C(C)C)=CC(C(C)C)=CC=2C(C)C)CCCCC1.C(=O)([O-])O.[Na+].